This data is from Full USPTO retrosynthesis dataset with 1.9M reactions from patents (1976-2016). The task is: Predict the reactants needed to synthesize the given product. Given the product [O:9]1[C:5]2[CH:4]=[CH:3][C:2]([C:23](=[O:24])[CH3:22])=[CH:10][C:6]=2[CH:7]=[CH:8]1, predict the reactants needed to synthesize it. The reactants are: Br[C:2]1[CH:3]=[CH:4][C:5]2[O:9][CH:8]=[CH:7][C:6]=2[CH:10]=1.[Li]CCCC.CCCCCC.[CH3:22][C:23](N(C)C)=[O:24].